Dataset: Forward reaction prediction with 1.9M reactions from USPTO patents (1976-2016). Task: Predict the product of the given reaction. (1) Given the reactants [C:1]([O:5][C:6]([NH:8][C@@H:9]([C:12]([N:14]([O:16][CH3:17])[CH3:15])=[O:13])[CH2:10][OH:11])=[O:7])([CH3:4])([CH3:3])[CH3:2].N1C=CN=C1.[C:23]([Si:27](Cl)([C:34]1[CH:39]=[CH:38][CH:37]=[CH:36][CH:35]=1)[C:28]1[CH:33]=[CH:32][CH:31]=[CH:30][CH:29]=1)([CH3:26])([CH3:25])[CH3:24], predict the reaction product. The product is: [C:1]([O:5][C:6]([NH:8][C@@H:9]([C:12]([N:14]([O:16][CH3:17])[CH3:15])=[O:13])[CH2:10][O:11][Si:27]([C:23]([CH3:26])([CH3:25])[CH3:24])([C:34]1[CH:35]=[CH:36][CH:37]=[CH:38][CH:39]=1)[C:28]1[CH:33]=[CH:32][CH:31]=[CH:30][CH:29]=1)=[O:7])([CH3:4])([CH3:3])[CH3:2]. (2) Given the reactants [CH3:1][N:2]([CH3:24])[CH2:3][CH2:4][CH2:5][C:6]1([C:17]2[CH:22]=[CH:21][C:20]([F:23])=[CH:19][CH:18]=2)[C:10]2[CH:11]=[CH:12][C:13]([CH:15]=O)=[CH:14][C:9]=2[CH2:8][O:7]1.[CH3:25][N:26]1[CH2:31][CH2:30][NH:29][CH2:28][CH2:27]1, predict the reaction product. The product is: [CH3:25][N:26]1[CH2:31][CH2:30][N:29]([CH2:15][C:13]2[CH:12]=[CH:11][C:10]3[C:6]([CH2:5][CH2:4][CH2:3][N:2]([CH3:1])[CH3:24])([C:17]4[CH:18]=[CH:19][C:20]([F:23])=[CH:21][CH:22]=4)[O:7][CH2:8][C:9]=3[CH:14]=2)[CH2:28][CH2:27]1. (3) Given the reactants [CH3:1][O:2][C:3]1[CH:11]=[C:6]2[CH:7]=[CH:8][CH:9]=[CH:10][N:5]2[N:4]=1.C([Li])CCC.[Br:17]C(Cl)(Cl)C(Br)(Cl)Cl.O, predict the reaction product. The product is: [Br:17][C:10]1[N:5]2[N:4]=[C:3]([O:2][CH3:1])[CH:11]=[C:6]2[CH:7]=[CH:8][CH:9]=1. (4) Given the reactants [C:1](#[N:10])[CH:2]=[CH:3][C:4]1[CH:9]=[CH:8][CH:7]=[CH:6][CH:5]=1.[NH3:11].CO, predict the reaction product. The product is: [C:4]1(/[CH:3]=[CH:2]/[C:1](=[NH:11])[NH2:10])[CH:9]=[CH:8][CH:7]=[CH:6][CH:5]=1. (5) Given the reactants C(OC([N:8]1[CH2:13][CH:12]2[CH2:14][CH:9]1[CH2:10][N:11]2[C:15]1[CH:20]=[C:19]([C:21]2[CH:26]=[CH:25][N:24]=[C:23]([NH:27][CH:28]([C:30]3[CH:35]=[CH:34][CH:33]=[CH:32][CH:31]=3)[CH3:29])[CH:22]=2)[CH:18]=[CH:17][N:16]=1)=O)(C)(C)C.Cl, predict the reaction product. The product is: [C@H:12]12[CH2:14][C@H:9]([NH:8][CH2:13]1)[CH2:10][N:11]2[C:15]1[CH:20]=[C:19]([C:21]2[CH:26]=[CH:25][N:24]=[C:23]([NH:27][C@H:28]([C:30]3[CH:31]=[CH:32][CH:33]=[CH:34][CH:35]=3)[CH3:29])[CH:22]=2)[CH:18]=[CH:17][N:16]=1. (6) Given the reactants [C:1]12([C:11]3[CH:19]=[C:18]4[C:14]([CH2:15][CH2:16][CH2:17]4)=[CH:13][C:12]=3[OH:20])[CH2:10][CH:5]3[CH2:6][CH:7]([CH2:9][CH:3]([CH2:4]3)[CH2:2]1)[CH2:8]2.[Cl:21][C:22]1[CH:27]=[C:26]([S:28]([C:31]([F:34])([F:33])[F:32])(=[O:30])=[O:29])[CH:25]=[CH:24][C:23]=1[N:35]=[C:36]=[O:37], predict the reaction product. The product is: [Cl:21][C:22]1[CH:27]=[C:26]([S:28]([C:31]([F:34])([F:33])[F:32])(=[O:30])=[O:29])[CH:25]=[CH:24][C:23]=1[NH:35][C:36]([C:13]1[C:14]2[CH2:15][CH2:16][CH2:17][C:18]=2[CH:19]=[C:11]([C:1]23[CH2:10][CH:5]4[CH2:4][CH:3]([CH2:9][CH:7]([CH2:6]4)[CH2:8]2)[CH2:2]3)[C:12]=1[OH:20])=[O:37]. (7) Given the reactants [C:1](O)(=O)C1C(=CC=CC=1)O.[Cl:11][C:12]1[CH:21]=[C:20]2[C:15]([C:16]([NH:22][CH:23]([CH3:32])[CH2:24][CH2:25][CH2:26][N:27]([CH2:30][CH3:31])[CH2:28][CH3:29])=[CH:17][CH:18]=[N:19]2)=[CH:14][CH:13]=1, predict the reaction product. The product is: [CH3:29][CH2:28][N:27]([CH2:26][CH2:25][CH2:24][CH:23]([NH:22][C:16]1[C:17]([CH3:1])=[CH:18][N:19]=[C:20]2[C:15]=1[CH:14]=[CH:13][C:12]([Cl:11])=[CH:21]2)[CH3:32])[CH2:30][CH3:31]. (8) Given the reactants Br[C:2]1[S:23][C:5]2[N:6]([CH3:22])[C:7](=[O:21])[N:8]([CH2:11][CH2:12][CH2:13][O:14][CH:15]3[CH2:20][CH2:19][CH2:18][CH2:17][O:16]3)[C:9](=[O:10])[C:4]=2[C:3]=1[CH:24]=[O:25].[F:26][C:27]([F:37])([F:36])[O:28][C:29]1[CH:30]=[C:31]([OH:35])[CH:32]=[CH:33][CH:34]=1.C([O-])([O-])=O.[K+].[K+], predict the reaction product. The product is: [CH3:22][N:6]1[C:5]2[S:23][C:2]([O:35][C:31]3[CH:32]=[CH:33][CH:34]=[C:29]([O:28][C:27]([F:26])([F:36])[F:37])[CH:30]=3)=[C:3]([CH:24]=[O:25])[C:4]=2[C:9](=[O:10])[N:8]([CH2:11][CH2:12][CH2:13][O:14][CH:15]2[CH2:20][CH2:19][CH2:18][CH2:17][O:16]2)[C:7]1=[O:21]. (9) Given the reactants [O:1]1[CH:5]=[CH:4][C:3]([C:6]2[CH:11]=[CH:10][C:9]([NH2:12])=[CH:8][CH:7]=2)=[N:2]1.ClCCl.Cl[C:17]([O:19][CH2:20][C:21]1[CH:26]=[CH:25][CH:24]=[CH:23][CH:22]=1)=[O:18], predict the reaction product. The product is: [O:1]1[CH:5]=[CH:4][C:3]([C:6]2[CH:11]=[CH:10][C:9]([NH:12][C:17](=[O:18])[O:19][CH2:20][C:21]3[CH:26]=[CH:25][CH:24]=[CH:23][CH:22]=3)=[CH:8][CH:7]=2)=[N:2]1.